From a dataset of Peptide-MHC class II binding affinity with 134,281 pairs from IEDB. Regression. Given a peptide amino acid sequence and an MHC pseudo amino acid sequence, predict their binding affinity value. This is MHC class II binding data. The binding affinity (normalized) is 0.121. The MHC is DRB1_1201 with pseudo-sequence DRB1_1201. The peptide sequence is GVTCGPGHGISVGSL.